Dataset: Forward reaction prediction with 1.9M reactions from USPTO patents (1976-2016). Task: Predict the product of the given reaction. (1) Given the reactants [F:1][C:2]1[CH:3]=[C:4]([C:9]2([OH:14])[CH2:13][CH2:12][NH:11][CH2:10]2)[CH:5]=[C:6]([F:8])[CH:7]=1.C=O.[C:17](O)(=O)C(O)=O, predict the reaction product. The product is: [F:1][C:2]1[CH:3]=[C:4]([C:9]2([OH:14])[CH2:13][CH2:12][N:11]([CH3:17])[CH2:10]2)[CH:5]=[C:6]([F:8])[CH:7]=1. (2) Given the reactants [NH2:1][C@H:2]1[CH2:6][CH2:5][CH2:4][C@H:3]1[C:7]([O:9][CH3:10])=[O:8].[F:11][C:12]1[CH:19]=[CH:18][C:15]([CH:16]=O)=[CH:14][C:13]=1[CH3:20].C([BH3-])#N.[Na+].C(=O)(O)[O-].[Na+], predict the reaction product. The product is: [F:11][C:12]1[CH:19]=[CH:18][C:15]([CH2:16][NH:1][C@H:2]2[CH2:6][CH2:5][CH2:4][C@H:3]2[C:7]([O:9][CH3:10])=[O:8])=[CH:14][C:13]=1[CH3:20]. (3) Given the reactants [Cl:1][C:2]1[CH:3]=[CH:4][C:5]2[O:9][C:8]([NH:10][CH2:11][C@@H:12]3[C@H:17]([CH3:18])[CH2:16][CH2:15][CH2:14][N:13]3[C:19]([O:21]CC=C)=O)=[N:7][C:6]=2[CH:25]=1.NC[C@@H]1[C@H](C)CCCN1C([C:37]1[CH:42]=[C:41]([CH3:43])[CH:40]=[CH:39][C:38]=1[N:44]1[N:48]=[C:47]([CH3:49])[CH:46]=[N:45]1)=O, predict the reaction product. The product is: [Cl:1][C:2]1[CH:3]=[CH:4][C:5]2[O:9][C:8]([NH:10][CH2:11][C@@H:12]3[C@H:17]([CH3:18])[CH2:16][CH2:15][CH2:14][N:13]3[C:19]([C:37]3[CH:42]=[C:41]([CH3:43])[CH:40]=[CH:39][C:38]=3[N:44]3[N:48]=[C:47]([CH3:49])[CH:46]=[N:45]3)=[O:21])=[N:7][C:6]=2[CH:25]=1. (4) Given the reactants [Cl:1][C:2]1[CH:3]=[C:4]([NH:9][C:10]([CH3:15])([C:12]([OH:14])=O)[CH3:11])[CH:5]=[CH:6][C:7]=1[Cl:8].[Li].[C:17]1([C:32]2[CH:37]=[CH:36][CH:35]=[CH:34][CH:33]=2)[CH:22]=[CH:21][C:20]([CH:23]([NH:30][CH3:31])[CH2:24][N:25]2[CH2:29][CH2:28][CH2:27][CH2:26]2)=[CH:19][CH:18]=1.C(N(CC)CC)C.F[P-](F)(F)(F)(F)F.N1(O[P+](N(C)C)(N(C)C)N(C)C)C2C=CC=CC=2N=N1, predict the reaction product. The product is: [C:17]1([C:32]2[CH:33]=[CH:34][CH:35]=[CH:36][CH:37]=2)[CH:22]=[CH:21][C:20]([CH:23]([N:30]([CH3:31])[C:12](=[O:14])[C:10]([CH3:11])([CH3:15])[NH:9][C:4]2[CH:5]=[CH:6][C:7]([Cl:8])=[C:2]([Cl:1])[CH:3]=2)[CH2:24][N:25]2[CH2:29][CH2:28][CH2:27][CH2:26]2)=[CH:19][CH:18]=1. (5) Given the reactants Cl[C:2]1[C:7]([O:8][CH2:9][CH:10]2[O:15][C:14]3[CH:16]=[CH:17][CH:18]=[CH:19][C:13]=3[O:12][CH2:11]2)=[N:6][CH:5]=[CH:4][N:3]=1.[NH:20]1[CH2:26][CH2:25][CH2:24][NH:23][CH2:22][CH2:21]1, predict the reaction product. The product is: [N:20]1([C:2]2[C:7]([O:8][CH2:9][CH:10]3[O:15][C:14]4[CH:16]=[CH:17][CH:18]=[CH:19][C:13]=4[O:12][CH2:11]3)=[N:6][CH:5]=[CH:4][N:3]=2)[CH2:26][CH2:25][CH2:24][NH:23][CH2:22][CH2:21]1. (6) Given the reactants [C:1]1([C:7]2[CH:25]=[C:24]3[C:10]([C:11](=[O:27])[C:12](=[O:26])[C:13]4[S:23][CH2:22][C:16]5([CH2:21][CH2:20][NH:19][CH2:18][CH2:17]5)[O:15][C:14]=43)=[CH:9][CH:8]=2)[CH:6]=[CH:5][CH:4]=[CH:3][CH:2]=1.[C:28]([C:32]1[CH:42]=[CH:41][C:35]([O:36][CH2:37][C@@H:38]2[CH2:40][O:39]2)=[CH:34][CH:33]=1)([CH3:31])([CH3:30])[CH3:29], predict the reaction product. The product is: [C:28]([C:32]1[CH:42]=[CH:41][C:35]([O:36][CH2:37][C@@H:38]([OH:39])[CH2:40][N:19]2[CH2:20][CH2:21][C:16]3([O:15][C:14]4[C:24]5[C:10]([C:11](=[O:27])[C:12](=[O:26])[C:13]=4[S:23][CH2:22]3)=[CH:9][CH:8]=[C:7]([C:1]3[CH:2]=[CH:3][CH:4]=[CH:5][CH:6]=3)[CH:25]=5)[CH2:17][CH2:18]2)=[CH:34][CH:33]=1)([CH3:29])([CH3:30])[CH3:31].